This data is from Forward reaction prediction with 1.9M reactions from USPTO patents (1976-2016). The task is: Predict the product of the given reaction. (1) Given the reactants [Cl:1][C:2]1[CH:7]=[CH:6][CH:5]=[C:4]([Cl:8])[C:3]=1[CH2:9][S:10]([C:13]1[CH:14]=[C:15]2[C:19](=[CH:20][CH:21]=1)[NH:18][C:17](=[O:22])[CH2:16]2)(=[O:12])=[O:11].[CH:23]([C:25]1[NH:29][C:28]([CH3:30])=[C:27]([C:31]([OH:33])=[O:32])[C:26]=1[CH3:34])=O, predict the reaction product. The product is: [Cl:8][C:4]1[CH:5]=[CH:6][CH:7]=[C:2]([Cl:1])[C:3]=1[CH2:9][S:10]([C:13]1[CH:14]=[C:15]2[C:19](=[CH:20][CH:21]=1)[NH:18][C:17](=[O:22])/[C:16]/2=[CH:23]\[C:25]1[NH:29][C:28]([CH3:30])=[C:27]([C:31]([OH:33])=[O:32])[C:26]=1[CH3:34])(=[O:12])=[O:11]. (2) Given the reactants [CH3:1][C:2]1[N:6]([CH:7]2[CH2:12][CH2:11][O:10][CH2:9][CH2:8]2)[C:5]2[CH:13]=[CH:14][C:15]([C:17]3[O:18][C:19]4[CH:25]=[C:24]([N+:26]([O-])=O)[CH:23]=[CH:22][C:20]=4[N:21]=3)=[CH:16][C:4]=2[N:3]=1.[H][H], predict the reaction product. The product is: [CH3:1][C:2]1[N:6]([CH:7]2[CH2:8][CH2:9][O:10][CH2:11][CH2:12]2)[C:5]2[CH:13]=[CH:14][C:15]([C:17]3[O:18][C:19]4[CH:25]=[C:24]([NH2:26])[CH:23]=[CH:22][C:20]=4[N:21]=3)=[CH:16][C:4]=2[N:3]=1. (3) Given the reactants C(=O)([O-])O.[Na+].[S:6]=[C:7]1[NH:12][C:11]2[NH:13][CH:14]=[CH:15][C:10]=2[C:9](=[O:16])[N:8]1[C:17]1[CH:22]=[CH:21][C:20]([O:23][CH2:24][C:25]([F:28])([F:27])[F:26])=[CH:19][CH:18]=1.[F:29][C:30]([F:34])([F:33])[CH2:31]I, predict the reaction product. The product is: [F:26][C:25]([F:28])([F:27])[CH2:24][O:23][C:20]1[CH:19]=[CH:18][C:17]([N:8]2[C:9](=[O:16])[C:10]3[CH:15]=[CH:14][NH:13][C:11]=3[N:12]=[C:7]2[S:6][CH2:31][C:30]([F:34])([F:33])[F:29])=[CH:22][CH:21]=1. (4) Given the reactants [N:1]1[CH:6]=[CH:5][CH:4]=[CH:3][C:2]=1[C:7]1([C:12](O)=[O:13])[CH2:11][CH2:10][CH2:9][CH2:8]1.C(OCC)(=O)C, predict the reaction product. The product is: [N:1]1[CH:6]=[CH:5][CH:4]=[CH:3][C:2]=1[C:7]1([CH2:12][OH:13])[CH2:11][CH2:10][CH2:9][CH2:8]1. (5) Given the reactants [F:1][C:2]1[CH:7]=[CH:6][C:5]([CH:8]([C:14](=O)[C:15]2[CH:20]=[CH:19][N:18]=[CH:17][CH:16]=2)[C:9]([O:11]CC)=O)=[CH:4][CH:3]=1.[C:22]1([CH2:28][CH2:29][CH2:30][CH2:31][C:32]([NH2:34])=[NH:33])[CH:27]=[CH:26][CH:25]=[CH:24][CH:23]=1.C1(C)C=CC(S([O-])(=O)=O)=CC=1.[NH+]1C=CC=CC=1, predict the reaction product. The product is: [F:1][C:2]1[CH:3]=[CH:4][C:5]([C:8]2[C:9](=[O:11])[NH:34][C:32]([CH2:31][CH2:30][CH2:29][CH2:28][C:22]3[CH:23]=[CH:24][CH:25]=[CH:26][CH:27]=3)=[N:33][C:14]=2[C:15]2[CH:16]=[CH:17][N:18]=[CH:19][CH:20]=2)=[CH:6][CH:7]=1. (6) Given the reactants [F:1][C:2]1[CH:7]=[CH:6][CH:5]=[CH:4][C:3]=1[C:8]1[N:9]=[C:10]([CH2:13][N:14]([CH3:22])[C:15](=[O:21])[O:16][C:17]([CH3:20])([CH3:19])[CH3:18])[S:11][CH:12]=1.[Br:23]N1C(=O)CCC1=O.O, predict the reaction product. The product is: [Br:23][C:12]1[S:11][C:10]([CH2:13][N:14]([CH3:22])[C:15](=[O:21])[O:16][C:17]([CH3:18])([CH3:19])[CH3:20])=[N:9][C:8]=1[C:3]1[CH:4]=[CH:5][CH:6]=[CH:7][C:2]=1[F:1]. (7) Given the reactants Cl[C:2]1[CH:3]=[CH:4][C:5]2[O:14][C:13]3[C:8](=[N:9][CH:10]=[CH:11][CH:12]=3)[C:6]=2[CH:7]=1.[CH:15]1[C:27]2[N:26]([C:28]3[CH:29]=[CH:30][C:31]4[NH:32][C:33]5[C:38]([C:39]=4[CH:40]=3)=[CH:37][CH:36]=[CH:35][CH:34]=5)[C:25]3[C:20](=[CH:21][CH:22]=[CH:23][CH:24]=3)[C:19]=2[CH:18]=[CH:17][CH:16]=1.P(C(C)(C)C)(C(C)(C)C)C(C)(C)C.[K], predict the reaction product. The product is: [CH:30]1[C:31]2[N:32]([C:2]3[CH:3]=[CH:4][C:5]4[O:14][C:13]5[C:8](=[N:9][CH:10]=[CH:11][CH:12]=5)[C:6]=4[CH:7]=3)[C:33]3[C:38](=[CH:37][CH:36]=[CH:35][CH:34]=3)[C:39]=2[CH:40]=[C:28]([N:26]2[C:25]3[CH:24]=[CH:23][CH:22]=[CH:21][C:20]=3[C:19]3[C:27]2=[CH:15][CH:16]=[CH:17][CH:18]=3)[CH:29]=1. (8) Given the reactants [Br:1][C:2]1[CH:7]=[CH:6][C:5]([C:8](=[O:11])[CH2:9]Br)=[C:4]([F:12])[CH:3]=1.[S-:13][C:14]#[N:15].[NH4+].C(=O)(O)[O-].[Na+], predict the reaction product. The product is: [Br:1][C:2]1[CH:7]=[CH:6][C:5]([C:8](=[O:11])[CH2:9][S:13][C:14]#[N:15])=[C:4]([F:12])[CH:3]=1. (9) Given the reactants [CH2:1]([O:3][C:4]([C@@H:6]([O:20][Si:21]([C:24]([CH3:27])([CH3:26])[CH3:25])([CH3:23])[CH3:22])[C@@H:7]([CH3:19])[CH2:8][O:9]CC1C=CC(OC)=CC=1)=[CH2:5])[CH3:2].O.ClC1C(=O)C(C#N)=C(C#N)C(=O)C=1Cl.C([O-])(O)=O.[Na+], predict the reaction product. The product is: [CH2:1]([O:3][C:4]([C@@H:6]([O:20][Si:21]([C:24]([CH3:26])([CH3:25])[CH3:27])([CH3:22])[CH3:23])[C@@H:7]([CH3:19])[CH2:8][OH:9])=[CH2:5])[CH3:2].